From a dataset of NCI-60 drug combinations with 297,098 pairs across 59 cell lines. Regression. Given two drug SMILES strings and cell line genomic features, predict the synergy score measuring deviation from expected non-interaction effect. Drug 1: CCC1=CC2CC(C3=C(CN(C2)C1)C4=CC=CC=C4N3)(C5=C(C=C6C(=C5)C78CCN9C7C(C=CC9)(C(C(C8N6C)(C(=O)OC)O)OC(=O)C)CC)OC)C(=O)OC.C(C(C(=O)O)O)(C(=O)O)O. Drug 2: C1CN(CCN1C(=O)CCBr)C(=O)CCBr. Cell line: 786-0. Synergy scores: CSS=33.3, Synergy_ZIP=-9.02, Synergy_Bliss=-1.21, Synergy_Loewe=-17.1, Synergy_HSA=-0.839.